Dataset: Peptide-MHC class I binding affinity with 185,985 pairs from IEDB/IMGT. Task: Regression. Given a peptide amino acid sequence and an MHC pseudo amino acid sequence, predict their binding affinity value. This is MHC class I binding data. (1) The peptide sequence is SLSEPWRDF. The MHC is HLA-A69:01 with pseudo-sequence HLA-A69:01. The binding affinity (normalized) is 0.0847. (2) The peptide sequence is IIGLLKIFR. The MHC is HLA-A03:01 with pseudo-sequence HLA-A03:01. The binding affinity (normalized) is 0.445. (3) The peptide sequence is IMLPESDLDK. The MHC is HLA-A31:01 with pseudo-sequence HLA-A31:01. The binding affinity (normalized) is 0.428. (4) The peptide sequence is WVSRFGERK. The MHC is HLA-B18:01 with pseudo-sequence HLA-B18:01. The binding affinity (normalized) is 0.0847. (5) The binding affinity (normalized) is 0. The peptide sequence is CLHHAYQGD. The MHC is HLA-A02:01 with pseudo-sequence HLA-A02:01. (6) The peptide sequence is IYKGVYQFK. The MHC is HLA-A68:01 with pseudo-sequence HLA-A68:01. The binding affinity (normalized) is 0.160. (7) The peptide sequence is LSSKNNEHY. The MHC is HLA-A02:01 with pseudo-sequence HLA-A02:01. The binding affinity (normalized) is 0.0847. (8) The peptide sequence is ARAARAAAL. The MHC is HLA-A23:01 with pseudo-sequence HLA-A23:01. The binding affinity (normalized) is 0. (9) The peptide sequence is SRQKSGGSGGGF. The MHC is HLA-B27:06 with pseudo-sequence YHTEYREICAKTDESTLYLNYDYYTWAELAYEWY. The binding affinity (normalized) is 0.0330. (10) The peptide sequence is NFQTMPGIF. The MHC is HLA-A23:01 with pseudo-sequence HLA-A23:01. The binding affinity (normalized) is 0.425.